From a dataset of Reaction yield outcomes from USPTO patents with 853,638 reactions. Predict the reaction yield, written as a fraction of the theoretical maximum amount of product (1.0 means a 100% yield; for example, 0.34 means a 34% yield). (1) The reactants are Cl.FC1C=C(C=CC=1)CN1C=C(C2C3C(=NC=C(C4C=CC(C5CCNCC5)=CC=4)C=3)N(S(C3C=CC(C)=CC=3)(=O)=O)C=2)C=N1.[F:46][C:47]1[CH:48]=[C:49]([CH:95]=[CH:96][CH:97]=1)[CH2:50][N:51]1[CH:55]=[C:54]([C:56]2[C:64]3[C:59](=[N:60][CH:61]=[C:62]([C:65]4[CH:70]=[CH:69][C:68]([NH:71][CH:72]5[CH2:77][CH2:76][N:75]([C:78]([O:80][C:81]([CH3:84])([CH3:83])[CH3:82])=[O:79])[CH2:74][CH2:73]5)=[CH:67][CH:66]=4)[CH:63]=3)[N:58](S(C3C=CC(C)=CC=3)(=O)=O)[CH:57]=2)[CH:53]=[N:52]1.[OH-].[Li+]. The catalyst is C1COCC1.CO.O. The product is [F:46][C:47]1[CH:48]=[C:49]([CH:95]=[CH:96][CH:97]=1)[CH2:50][N:51]1[CH:55]=[C:54]([C:56]2[C:64]3[C:59](=[N:60][CH:61]=[C:62]([C:65]4[CH:66]=[CH:67][C:68]([NH:71][CH:72]5[CH2:77][CH2:76][N:75]([C:78]([O:80][C:81]([CH3:83])([CH3:84])[CH3:82])=[O:79])[CH2:74][CH2:73]5)=[CH:69][CH:70]=4)[CH:63]=3)[NH:58][CH:57]=2)[CH:53]=[N:52]1. The yield is 0.588. (2) The reactants are [CH3:1][C:2]1[C:10]([C:11]2[N:12]=[CH:13][C:14]([NH2:17])=[N:15][CH:16]=2)=[CH:9][C:8]2[CH2:7][CH2:6][O:5][C:4]=2[CH:3]=1.[F:18][C:19]1[CH:27]=[CH:26][CH:25]=[C:24]([F:28])[C:20]=1[C:21](Cl)=[O:22].CCN(C(C)C)C(C)C.C([O-])(O)=O.[Na+].C(Cl)Cl. The catalyst is C(Cl)Cl. The product is [F:18][C:19]1[CH:27]=[CH:26][CH:25]=[C:24]([F:28])[C:20]=1[C:21]([NH:17][C:14]1[CH:13]=[N:12][C:11]([C:10]2[C:2]([CH3:1])=[CH:3][C:4]3[O:5][CH2:6][CH2:7][C:8]=3[CH:9]=2)=[CH:16][N:15]=1)=[O:22]. The yield is 0.753.